From a dataset of Catalyst prediction with 721,799 reactions and 888 catalyst types from USPTO. Predict which catalyst facilitates the given reaction. (1) Reactant: [CH2:1]([O:8][C:9]1[CH:26]=[CH:25][C:12]([CH2:13][C:14]2[NH:18][C:17]3[CH:19]=[CH:20][C:21]([CH:23]=O)=[CH:22][C:16]=3[N:15]=2)=[CH:11][CH:10]=1)[CH2:2][CH2:3][CH2:4][CH2:5][CH2:6][CH3:7].Cl.[NH2:28][CH2:29][C:30]([O:32][C:33]([CH3:36])([CH3:35])[CH3:34])=[O:31].[Na]. Product: [CH2:1]([O:8][C:9]1[CH:26]=[CH:25][C:12]([CH2:13][C:14]2[NH:18][C:17]3[CH:19]=[CH:20][C:21]([CH2:23][NH:28][CH2:29][C:30]([O:32][C:33]([CH3:36])([CH3:35])[CH3:34])=[O:31])=[CH:22][C:16]=3[N:15]=2)=[CH:11][CH:10]=1)[CH2:2][CH2:3][CH2:4][CH2:5][CH2:6][CH3:7]. The catalyst class is: 2. (2) Reactant: C[O:2][C:3](=[O:36])[CH2:4][CH2:5][C:6]1[CH:11]=[CH:10][C:9]([O:12][CH2:13][CH2:14][CH:15]([O:17][C:18]2[CH:23]=[CH:22][C:21]([CH:24]([CH3:26])[CH3:25])=[CH:20][C:19]=2[C:27](=[O:34])[C:28]2[CH:33]=[CH:32][CH:31]=[CH:30][CH:29]=2)[CH3:16])=[CH:8][C:7]=1[CH3:35]. Product: [C:27]([C:19]1[CH:20]=[C:21]([CH:24]([CH3:26])[CH3:25])[CH:22]=[CH:23][C:18]=1[O:17][CH:15]([CH3:16])[CH2:14][CH2:13][O:12][C:9]1[CH:10]=[CH:11][C:6]([CH2:5][CH2:4][C:3]([OH:36])=[O:2])=[C:7]([CH3:35])[CH:8]=1)(=[O:34])[C:28]1[CH:29]=[CH:30][CH:31]=[CH:32][CH:33]=1. The catalyst class is: 5. (3) Reactant: C(N([CH2:6][CH3:7])CC)C.[S:8]1[CH2:11][CH:10]([S:12][CH2:13][CH2:14][OH:15])[CH2:9]1.C[S:17](Cl)(=O)=O. Product: [C:6]([O:15][CH2:14][CH2:13][S:12][CH:10]1[CH2:11][S:8][CH2:9]1)(=[S:17])[CH3:7]. The catalyst class is: 4. (4) The catalyst class is: 48. Product: [F:1][C:2]1[CH:3]=[C:4]([CH:15]=[CH:16][CH:17]=1)[CH2:5][O:6][C:7]1[CH:12]=[CH:11][C:10]([CH2:13][O:14][C:19](=[O:20])[NH2:18])=[CH:9][CH:8]=1. Reactant: [F:1][C:2]1[CH:3]=[C:4]([CH:15]=[CH:16][CH:17]=1)[CH2:5][O:6][C:7]1[CH:12]=[CH:11][C:10]([CH2:13][OH:14])=[CH:9][CH:8]=1.[N-:18]=[C:19]=[O:20].[K+].FC(F)(F)C(O)=O.